Task: Predict which catalyst facilitates the given reaction.. Dataset: Catalyst prediction with 721,799 reactions and 888 catalyst types from USPTO (1) Reactant: [CH3:1][O:2][C:3]1[S:7][C:6]([NH2:8])=[N:5][CH:4]=1.[O:9]=[C:10]1[C:18]2[C:13](=[CH:14][CH:15]=[CH:16][CH:17]=2)[C:12](=[O:19])N1C(OCC)=O. Product: [CH3:1][O:2][C:3]1[S:7][C:6]([N:8]2[C:10](=[O:9])[C:18]3[C:13](=[CH:14][CH:15]=[CH:16][CH:17]=3)[C:12]2=[O:19])=[N:5][CH:4]=1. The catalyst class is: 10. (2) Reactant: [OH:1][CH2:2][C@H:3]1[CH2:7][CH2:6][C@:5]([NH:9][C:10](=[O:16])[O:11][C:12]([CH3:15])([CH3:14])[CH3:13])([CH3:8])[C:4]1([CH3:18])[CH3:17].C(N(CC)CC)C.[CH3:26][S:27](Cl)(=[O:29])=[O:28]. Product: [C:12]([O:11][C:10]([NH:9][C@:5]1([CH3:8])[CH2:6][CH2:7][C@H:3]([CH2:2][O:1][S:27]([CH3:26])(=[O:29])=[O:28])[C:4]1([CH3:18])[CH3:17])=[O:16])([CH3:15])([CH3:14])[CH3:13]. The catalyst class is: 46. (3) Product: [CH2:1]([O:3][C:4]([C:5]1[CH2:6][CH2:7][O:8][CH2:9][C:10]=1[OH:11])=[O:15])[CH3:2]. Reactant: [CH2:1]([O:3][C:4](=[O:15])[CH2:5][CH2:6][CH2:7][O:8][CH2:9][C:10](OCC)=[O:11])[CH3:2].CC(C)([O-])C.[K+].C1COCC1.Cl. The catalyst class is: 11. (4) Reactant: [Cl:1][C:2]1[CH:3]=[CH:4][C:5]([CH2:8][O:9][C:10]2[CH:15]=[CH:14][N:13]([C:16]3[CH:21]=[CH:20][C:19]4[C:22]5[CH2:28][CH2:27][NH:26][CH2:25][CH2:24][C:23]=5[O:29][C:18]=4[CH:17]=3)[C:12](=[O:30])[CH:11]=2)=[N:6][CH:7]=1.Cl.CCOCC. Product: [ClH:1].[Cl:1][C:2]1[CH:3]=[CH:4][C:5]([CH2:8][O:9][C:10]2[CH:15]=[CH:14][N:13]([C:16]3[CH:21]=[CH:20][C:19]4[C:22]5[CH2:28][CH2:27][NH:26][CH2:25][CH2:24][C:23]=5[O:29][C:18]=4[CH:17]=3)[C:12](=[O:30])[CH:11]=2)=[N:6][CH:7]=1. The catalyst class is: 5.